This data is from Full USPTO retrosynthesis dataset with 1.9M reactions from patents (1976-2016). The task is: Predict the reactants needed to synthesize the given product. (1) Given the product [Br:29][C:30]1[CH:39]=[C:38]2[C:33]([CH2:34][CH2:35][CH2:36][N:37]2[CH2:1][C:3]2[CH:8]=[CH:7][CH:6]=[CH:5][C:4]=2[CH2:9][C:10]([O:12][CH3:13])=[O:11])=[CH:32][CH:31]=1, predict the reactants needed to synthesize it. The reactants are: [CH:1]([C:3]1[CH:8]=[CH:7][CH:6]=[CH:5][C:4]=1[CH2:9][C:10]([O:12][CH3:13])=[O:11])=O.C(O[BH-](OC(=O)C)OC(=O)C)(=O)C.[Na+].Cl.[Br:29][C:30]1[CH:39]=[C:38]2[C:33]([CH2:34][CH2:35][CH2:36][NH:37]2)=[CH:32][CH:31]=1. (2) Given the product [CH3:13][N:14]([CH2:15][CH2:16][CH2:17][C:18]1[CH:23]=[CH:22][CH:21]=[CH:20][CH:19]=1)[CH3:25], predict the reactants needed to synthesize it. The reactants are: C[SiH](C)C1C=CC=CC=1[SiH](C)C.[CH3:13][N:14]([CH3:25])[C:15](=O)[CH2:16][CH2:17][C:18]1[CH:23]=[CH:22][CH:21]=[CH:20][CH:19]=1. (3) The reactants are: S(=O)(=O)(O)O.[CH3:6][C:7]1([CH3:27])[C:16]2[C:11](=[CH:12][CH:13]=[C:14]([C:17]#[C:18][C:19]3[CH:26]=[CH:25][C:22](C#N)=[CH:21][N:20]=3)[CH:15]=2)[S:10][CH2:9][CH2:8]1.[C:28](=[O:31])([O-])[O-:29].[Na+].[Na+]. Given the product [CH3:6][C:7]1([CH3:27])[C:16]2[C:11](=[CH:12][CH:13]=[C:14]([C:17]#[C:18][C:19]3[CH:26]=[CH:25][C:22]([C:28]([OH:29])=[O:31])=[CH:21][N:20]=3)[CH:15]=2)[S:10][CH2:9][CH2:8]1, predict the reactants needed to synthesize it. (4) Given the product [NH2:11][C:12]1([C:17]([NH:46][C:49]2[CH:50]=[CH:59][C:54](/[CH:53]=[CH:52]/[C:51]([O:61][CH2:62][CH3:63])=[O:60])=[CH:55][CH:56]=2)=[O:19])[CH2:13][CH2:14][CH2:15][CH2:16]1, predict the reactants needed to synthesize it. The reactants are: C(OC([NH:11][C:12]1([C:17]([OH:19])=O)[CH2:16][CH2:15][CH2:14][CH2:13]1)=O)C1C=CC=CC=1.CN(C(ON1N=NC2C=CC=NC1=2)=[N+](C)C)C.F[P-](F)(F)(F)(F)F.C([N:46]([CH2:49][CH3:50])CC)C.[C:51]([O:61][CH2:62][CH3:63])(=[O:60])[CH:52]=[CH:53][C:54]1[CH:59]=CC=[CH:56][CH:55]=1.OS(C(F)(F)F)(=O)=O.C([O-])(O)=O.[Na+].